This data is from Forward reaction prediction with 1.9M reactions from USPTO patents (1976-2016). The task is: Predict the product of the given reaction. Given the reactants [CH:1]([C@H:4]1[CH2:9][CH2:8][S:7][C:6](=[N:10][C:11]2[CH:16]=[CH:15][C:14]([N+:17]([O-:19])=[O:18])=[CH:13][C:12]=2[CH3:20])[NH:5]1)([CH3:3])[CH3:2].[CH2:21](Br)[CH:22]([CH3:24])[CH3:23], predict the reaction product. The product is: [CH2:21]([N:5]1[C@@H:4]([CH:1]([CH3:3])[CH3:2])[CH2:9][CH2:8][S:7][C:6]1=[N:10][C:11]1[CH:16]=[CH:15][C:14]([N+:17]([O-:19])=[O:18])=[CH:13][C:12]=1[CH3:20])[CH:22]([CH3:24])[CH3:23].